Dataset: Reaction yield outcomes from USPTO patents with 853,638 reactions. Task: Predict the reaction yield, written as a fraction of the theoretical maximum amount of product (1.0 means a 100% yield; for example, 0.34 means a 34% yield). The reactants are Br.[Br:2][C:3]1[CH:4]=[C:5]([CH2:10]Br)[C:6]([NH2:9])=[N:7][CH:8]=1.Cl.[CH2:13]([O:15][C:16](=[O:20])[CH2:17][CH2:18][NH2:19])[CH3:14].C(N(CC)C(C)C)(C)C. The catalyst is CN(C=O)C.C(Cl)Cl.O. The product is [CH2:13]([O:15][C:16](=[O:20])[CH2:17][CH2:18][NH:19][CH2:10][C:5]1[C:6]([NH2:9])=[N:7][CH:8]=[C:3]([Br:2])[CH:4]=1)[CH3:14]. The yield is 0.230.